This data is from Forward reaction prediction with 1.9M reactions from USPTO patents (1976-2016). The task is: Predict the product of the given reaction. (1) Given the reactants C(NC(C)C)(C)C.C([Li])CCC.[F:13][C:14]1[N:19]=[CH:18][C:17]([CH:20]([N:22]2[CH2:27][CH2:26][O:25][CH2:24][CH2:23]2)[CH3:21])=[CH:16][CH:15]=1.[B:28](OC(C)C)([O:33]C(C)C)[O:29]C(C)C, predict the reaction product. The product is: [F:13][C:14]1[C:15]([B:28]([OH:33])[OH:29])=[CH:16][C:17]([CH:20]([N:22]2[CH2:27][CH2:26][O:25][CH2:24][CH2:23]2)[CH3:21])=[CH:18][N:19]=1. (2) Given the reactants [C:1]1([CH:7]([C:24]2[CH:29]=[CH:28][CH:27]=[CH:26][CH:25]=2)[CH2:8][NH:9][C:10]2[N:18]=[C:17]([C:19]([O:21][CH2:22][CH3:23])=[O:20])[N:16]=[C:15]3[C:11]=2[N:12]=[CH:13][NH:14]3)[CH:6]=[CH:5][CH:4]=[CH:3][CH:2]=1.CN1CCOCC1.FC(F)(F)S(O[Si](C)(C)C)(=O)=O.C(O[C@@H:53]1[O:65][C@H:64]([CH2:66][O:67][C:68](=[O:70])[CH3:69])[C@@H:59]([O:60][C:61](=[O:63])[CH3:62])[C@H:54]1[O:55][C:56](=[O:58])[CH3:57])(=O)C.C(=O)(O)[O-].[Na+], predict the reaction product. The product is: [C:56]([O:55][C@@H:54]1[C@H:59]([O:60][C:61](=[O:63])[CH3:62])[C@@H:64]([CH2:66][O:67][C:68](=[O:70])[CH3:69])[O:65][C@H:53]1[N:14]1[CH:13]=[N:12][C:11]2[C:15]1=[N:16][C:17]([C:19]([O:21][CH2:22][CH3:23])=[O:20])=[N:18][C:10]=2[NH:9][CH2:8][CH:7]([C:1]1[CH:2]=[CH:3][CH:4]=[CH:5][CH:6]=1)[C:24]1[CH:29]=[CH:28][CH:27]=[CH:26][CH:25]=1)(=[O:58])[CH3:57]. (3) Given the reactants [N:1]1([C:7](=[O:29])[CH2:8][CH2:9][C:10]2[CH:15]=[CH:14][C:13]([N:16]3[CH2:21][CH2:20][N:19](C(OC(C)(C)C)=O)[CH2:18][CH2:17]3)=[CH:12][CH:11]=2)[CH2:6][CH2:5][O:4][CH2:3][CH2:2]1.[ClH:30].O1CCOCC1, predict the reaction product. The product is: [ClH:30].[ClH:30].[N:16]1([C:13]2[CH:14]=[CH:15][C:10]([CH2:9][CH2:8][C:7]([N:1]3[CH2:2][CH2:3][O:4][CH2:5][CH2:6]3)=[O:29])=[CH:11][CH:12]=2)[CH2:17][CH2:18][NH:19][CH2:20][CH2:21]1. (4) The product is: [CH2:19]([N:16]1[CH2:17][CH2:18][CH:13]([NH:29][C:2]2[S:3][C:4]([C:7]([F:10])([F:9])[F:8])=[N:5][N:6]=2)[CH2:14][CH2:15]1)[C:20]1[CH:25]=[CH:24][CH:23]=[CH:22][CH:21]=1. Given the reactants Cl[C:2]1[S:3][C:4]([C:7]([F:10])([F:9])[F:8])=[N:5][N:6]=1.NC[CH:13]1[CH2:18][CH2:17][N:16]([CH2:19][C:20]2[CH:25]=[CH:24][CH:23]=[CH:22][CH:21]=2)[CH2:15][CH2:14]1.C([N:29](C(C)C)CC)(C)C, predict the reaction product. (5) Given the reactants [Cl:1][C:2]1[CH:7]=[CH:6][C:5]([CH:8]2[CH2:13][CH2:12][CH2:11][NH:10][CH2:9]2)=[CH:4][CH:3]=1.C(#N)C.[F:17][C:18]([F:23])([F:22])[CH:19]1[CH2:21][O:20]1, predict the reaction product. The product is: [Cl:1][C:2]1[CH:3]=[CH:4][C:5]([CH:8]2[CH2:13][CH2:12][CH2:11][N:10]([CH2:21][CH:19]([OH:20])[C:18]([F:23])([F:22])[F:17])[CH2:9]2)=[CH:6][CH:7]=1. (6) Given the reactants [OH-].[K+].C([O:5][C:6](=[O:25])[C:7]([CH2:14][C:15]1[CH:20]=[CH:19][C:18]([C:21](=O)[CH3:22])=[CH:17][C:16]=1[Br:24])(C)[C:8](OCC)=O)C.O.NN, predict the reaction product. The product is: [Br:24][C:16]1[CH:17]=[C:18]([CH2:21][CH3:22])[CH:19]=[CH:20][C:15]=1[CH2:14][CH:7]([CH3:8])[C:6]([OH:25])=[O:5].